Regression. Given two drug SMILES strings and cell line genomic features, predict the synergy score measuring deviation from expected non-interaction effect. From a dataset of NCI-60 drug combinations with 297,098 pairs across 59 cell lines. Drug 1: C1=NC(=NC(=O)N1C2C(C(C(O2)CO)O)O)N. Synergy scores: CSS=29.5, Synergy_ZIP=-7.10, Synergy_Bliss=2.33, Synergy_Loewe=0.894, Synergy_HSA=3.48. Drug 2: COCCOC1=C(C=C2C(=C1)C(=NC=N2)NC3=CC=CC(=C3)C#C)OCCOC.Cl. Cell line: PC-3.